From a dataset of Peptide-MHC class II binding affinity with 134,281 pairs from IEDB. Regression. Given a peptide amino acid sequence and an MHC pseudo amino acid sequence, predict their binding affinity value. This is MHC class II binding data. (1) The peptide sequence is YIITPTNVSHIQSAVVSGRR. The MHC is DRB1_0701 with pseudo-sequence DRB1_0701. The binding affinity (normalized) is 0.687. (2) The peptide sequence is PAKNIYSFNEIVALW. The MHC is DRB1_0401 with pseudo-sequence DRB1_0401. The binding affinity (normalized) is 0.290. (3) The peptide sequence is KCKYPEGTKVTFHVE. The MHC is HLA-DQA10104-DQB10503 with pseudo-sequence HLA-DQA10104-DQB10503. The binding affinity (normalized) is 0. (4) The peptide sequence is NHFFNHHKVMLLGHS. The MHC is DRB1_0701 with pseudo-sequence DRB1_0701. The binding affinity (normalized) is 0.767.